Dataset: Catalyst prediction with 721,799 reactions and 888 catalyst types from USPTO. Task: Predict which catalyst facilitates the given reaction. (1) Reactant: [Cl:1][C:2]1[CH:3]=[C:4]([NH:17][C:18]2[C:19]3[N:26]([CH2:27][CH2:28][CH2:29]Cl)[CH:25]=[CH:24][C:20]=3[N:21]=[CH:22][N:23]=2)[CH:5]=[CH:6][C:7]=1[O:8][CH2:9][C:10]1[CH:15]=[CH:14][CH:13]=[C:12]([F:16])[CH:11]=1.[CH3:31][NH:32][CH2:33][CH2:34][OH:35]. Product: [ClH:1].[ClH:1].[Cl:1][C:2]1[CH:3]=[C:4]([NH:17][C:18]2[C:19]3[N:26]([CH2:27][CH2:28][CH2:29][N:32]([CH3:31])[CH2:33][CH2:34][OH:35])[CH:25]=[CH:24][C:20]=3[N:21]=[CH:22][N:23]=2)[CH:5]=[CH:6][C:7]=1[O:8][CH2:9][C:10]1[CH:15]=[CH:14][CH:13]=[C:12]([F:16])[CH:11]=1. The catalyst class is: 9. (2) Reactant: [CH3:1][C:2]([C:4]1[CH:9]=[CH:8][C:7]([Br:10])=[CH:6][CH:5]=1)=O.[C:11](=[O:14])([O-])[O-].[NH4+:15].[NH4+:16].[C-]#N.[K+].[CH2:20]([OH:22])C. Product: [Br:10][C:7]1[CH:8]=[CH:9][C:4]([C:2]2([CH3:1])[NH:16][C:20](=[O:22])[NH:15][C:11]2=[O:14])=[CH:5][CH:6]=1. The catalyst class is: 6. (3) The catalyst class is: 1. Reactant: [C:1]([N:4]1[CH2:9][CH2:8][C@H:7]([NH:10][C:11](=[O:20])[O:12][CH2:13][C:14]2[CH:19]=[CH:18][CH:17]=[CH:16][CH:15]=2)[C@H:6]([O:21][CH3:22])[CH2:5]1)(=[O:3])[NH2:2].Br[CH:24]([CH3:34])[C:25](=O)[C:26]([O:28][CH2:29][CH2:30]CC)=[O:27].C(=O)(O)[O-].[Na+]. Product: [CH2:13]([O:12][C:11]([NH:10][C@H:7]1[CH2:8][CH2:9][N:4]([C:1]2[O:3][C:24]([CH3:34])=[C:25]([C:26]([O:28][CH2:29][CH3:30])=[O:27])[N:2]=2)[CH2:5][C@H:6]1[O:21][CH3:22])=[O:20])[C:14]1[CH:15]=[CH:16][CH:17]=[CH:18][CH:19]=1. (4) Product: [CH3:12][C:13]1[CH:20]=[CH:19][C:16]([CH:17]2[CH2:8][O:18]2)=[CH:15][N:14]=1. The catalyst class is: 1. Reactant: CS(C)=O.[H-].[Na+].[I-].[CH3:8][S+](C)C.[CH3:12][C:13]1[CH:20]=[CH:19][C:16]([CH:17]=[O:18])=[CH:15][N:14]=1.